This data is from hERG potassium channel inhibition data for cardiac toxicity prediction from Karim et al.. The task is: Regression/Classification. Given a drug SMILES string, predict its toxicity properties. Task type varies by dataset: regression for continuous values (e.g., LD50, hERG inhibition percentage) or binary classification for toxic/non-toxic outcomes (e.g., AMES mutagenicity, cardiotoxicity, hepatotoxicity). Dataset: herg_karim. (1) The molecule is CC(C)(Cc1ccc2ccccc2c1)NCC(O)COc1ccc(CCC(=O)O)cc1C#N. The result is 0 (non-blocker). (2) The compound is O=C(NC1CCN(C2CCc3cc4oc(=O)[nH]c4cc32)CC1)c1cc(=O)c2ccc(F)cc2o1. The result is 0 (non-blocker). (3) The molecule is COC1COCCC1N(C)[C@@H]1C[C@H]2OCC[C@@]2(C(=O)N2CCc3ncc(C(F)(F)F)cc3C2)C1. The result is 0 (non-blocker). (4) The molecule is CC1(C(=O)N2CCO[C@@H](c3nc(-c4ccc(C(=O)Nc5cc(C(F)(F)F)ccn5)cc4F)c4c(N)nccn34)C2)CCC1. The result is 0 (non-blocker). (5) The compound is Cn1cc(C2=C(c3c4n(c5ccccc35)CCC(CN)C4)C(=O)NC2=O)c2ccccc21. The result is 0 (non-blocker). (6) The molecule is CC#CCn1c(N2CCCNCC2)c(C#N)c2c1c(=O)n(Cc1nc(C)c3ccccc3n1)c(=O)n2C. The result is 0 (non-blocker).